This data is from Forward reaction prediction with 1.9M reactions from USPTO patents (1976-2016). The task is: Predict the product of the given reaction. (1) Given the reactants [Cl:1][C:2]1[CH:7]=[CH:6][CH:5]=[C:4](Cl)[C:3]=1[N+:9]([O-:11])=[O:10].C[O-:13].[Na+], predict the reaction product. The product is: [Cl:1][C:2]1[C:3]([N+:9]([O-:11])=[O:10])=[C:4]([OH:13])[CH:5]=[CH:6][CH:7]=1. (2) Given the reactants CS([O:5][C:6]1[N:11]=[C:10]2[N:12]([C:16]3[CH:21]=[CH:20][CH:19]=[CH:18][C:17]=3[Br:22])[C:13](O)=[N:14][C:9]2=[CH:8][CH:7]=1)(=O)=O.O=P(Cl)(Cl)[Cl:25], predict the reaction product. The product is: [Br:22][C:17]1[CH:18]=[CH:19][CH:20]=[CH:21][C:16]=1[N:12]1[C:10]2=[N:11][C:6]([OH:5])=[CH:7][CH:8]=[C:9]2[N:14]=[C:13]1[Cl:25]. (3) The product is: [CH:1]1[C:10]2[CH2:9][CH2:8][CH2:7][CH2:6][C:5]=2[CH:4]=[CH:3][C:2]=1[O:11][CH2:12][CH:14]1[CH2:15][O:16]1. Given the reactants [CH:1]1[C:10]2[CH2:9][CH2:8][CH2:7][CH2:6][C:5]=2[CH:4]=[CH:3][C:2]=1[OH:11].[CH2:12]([CH:14]1[O:16][CH2:15]1)Cl, predict the reaction product. (4) Given the reactants [H-].[Al+3].[Li+].[H-].[H-].[H-].C1COCC1.[OH:12][C:13]1[CH:14]=[C:15]2[C:20](=[CH:21][CH:22]=1)[CH:19]=[C:18]([C:23](OC)=[O:24])[CH:17]=[CH:16]2.C1(C([O-])=O)C2C(=CC=CC=2)C=CC=1, predict the reaction product. The product is: [OH:24][CH2:23][C:18]1[CH:19]=[C:20]2[C:15](=[CH:16][CH:17]=1)[CH:14]=[C:13]([OH:12])[CH:22]=[CH:21]2.